Task: Predict the reaction yield, written as a fraction of the theoretical maximum amount of product (1.0 means a 100% yield; for example, 0.34 means a 34% yield).. Dataset: Reaction yield outcomes from USPTO patents with 853,638 reactions (1) The reactants are [F:1][C:2]1[CH:10]=[CH:9][C:8]([CH2:11][C:12]2[C:21]3[C:16](=[CH:17][CH:18]=[CH:19][CH:20]=3)[C:15](=[O:22])[NH:14][N:13]=2)=[CH:7][C:3]=1[C:4]([OH:6])=O.[CH3:23][N:24]([CH3:34])[CH2:25][CH2:26][O:27][CH:28]1[CH2:33][CH2:32][NH:31][CH2:30][CH2:29]1.CCN(C(C)C)C(C)C. The catalyst is CN(C=O)C. The product is [CH3:23][N:24]([CH3:34])[CH2:25][CH2:26][O:27][CH:28]1[CH2:33][CH2:32][N:31]([C:4]([C:3]2[CH:7]=[C:8]([CH:9]=[CH:10][C:2]=2[F:1])[CH2:11][C:12]2[C:21]3[C:16](=[CH:17][CH:18]=[CH:19][CH:20]=3)[C:15](=[O:22])[NH:14][N:13]=2)=[O:6])[CH2:30][CH2:29]1. The yield is 0.287. (2) The reactants are [F:1][C:2]1[CH:22]=[C:21]([S:23]([CH3:26])(=[O:25])=[O:24])[CH:20]=[CH:19][C:3]=1[O:4][C:5]1[C:10]([CH3:11])=[C:9]([O:12][CH:13]2[CH2:18][CH2:17][NH:16][CH2:15][CH2:14]2)[N:8]=[CH:7][N:6]=1.[C:27]([O:31][CH2:32][CH2:33][C:34](O)=[O:35])([CH3:30])([CH3:29])[CH3:28].CN(C(ON1N=NC2C=CC=NC1=2)=[N+](C)C)C.F[P-](F)(F)(F)(F)F.C(N(CC)CC)C. The catalyst is CN(C=O)C. The product is [C:27]([O:31][CH2:32][CH2:33][C:34]([N:16]1[CH2:17][CH2:18][CH:13]([O:12][C:9]2[C:10]([CH3:11])=[C:5]([O:4][C:3]3[CH:19]=[CH:20][C:21]([S:23]([CH3:26])(=[O:24])=[O:25])=[CH:22][C:2]=3[F:1])[N:6]=[CH:7][N:8]=2)[CH2:14][CH2:15]1)=[O:35])([CH3:30])([CH3:29])[CH3:28]. The yield is 0.860. (3) The reactants are [C:1]([Si:5]([CH3:22])([CH3:21])[O:6][C@@H:7]1[CH2:12][C@@H:11]([O:13][Si:14]([C:17]([CH3:20])([CH3:19])[CH3:18])([CH3:16])[CH3:15])[CH2:10][NH:9][CH2:8]1)([CH3:4])([CH3:3])[CH3:2].C(N(CC)CC)C.Cl[C:31]([O:33][CH2:34][C:35]1[CH:40]=[CH:39][CH:38]=[CH:37][CH:36]=1)=[O:32]. The catalyst is C1COCC1. The product is [CH2:34]([O:33][C:31]([N:9]1[CH2:10][C@H:11]([O:13][Si:14]([C:17]([CH3:20])([CH3:19])[CH3:18])([CH3:16])[CH3:15])[CH2:12][C@@H:7]([O:6][Si:5]([C:1]([CH3:4])([CH3:3])[CH3:2])([CH3:22])[CH3:21])[CH2:8]1)=[O:32])[C:35]1[CH:40]=[CH:39][CH:38]=[CH:37][CH:36]=1. The yield is 0.900. (4) The reactants are [CH3:1][O:2][C:3]1[CH:8]=[CH:7][C:6]([OH:9])=[CH:5][CH:4]=1.Cl[C:11]1[C:20]2[C:15](=[CH:16][CH:17]=[CH:18][CH:19]=2)[N:14]=[CH:13][N:12]=1.[H-].[Na+]. The catalyst is CN(C=O)C. The product is [CH3:1][O:2][C:3]1[CH:8]=[CH:7][C:6]([O:9][C:11]2[C:20]3[C:15](=[CH:16][CH:17]=[CH:18][CH:19]=3)[N:14]=[CH:13][N:12]=2)=[CH:5][CH:4]=1. The yield is 0.890. (5) The reactants are [CH:1]1([C:4]2[NH:8][N:7]=[C:6]([NH:9][C:10]3[CH:11]=[C:12]([NH:18][C@H:19]([C:21]4[CH:26]=[CH:25][C:24]([F:27])=[CH:23][CH:22]=4)[CH3:20])[C:13]([F:17])=[CH:14][C:15]=3[NH2:16])[CH:5]=2)[CH2:3][CH2:2]1.[C:28](O)(=O)C.C(N)=N.C(=O)(O)[O-].[Na+].CCOC(C)=O. The catalyst is CCO. The product is [CH:1]1([C:4]2[NH:8][N:7]=[C:6]([N:9]3[C:10]4[CH:11]=[C:12]([NH:18][C@H:19]([C:21]5[CH:22]=[CH:23][C:24]([F:27])=[CH:25][CH:26]=5)[CH3:20])[C:13]([F:17])=[CH:14][C:15]=4[N:16]=[CH:28]3)[CH:5]=2)[CH2:3][CH2:2]1. The yield is 0.550. (6) The reactants are Cl[C:2]1[CH:7]=[C:6]([Cl:8])[N:5]=[C:4]([NH2:9])[N:3]=1.[NH2:10][C:11]1[CH:16]=[CH:15][C:14]([CH3:17])=[CH:13][CH:12]=1.[OH-].[Na+]. The catalyst is O1CCOCC1. The product is [Cl:8][C:6]1[N:5]=[C:4]([NH2:9])[N:3]=[C:2]([NH:10][C:11]2[CH:16]=[CH:15][C:14]([CH3:17])=[CH:13][CH:12]=2)[CH:7]=1. The yield is 0.780. (7) The reactants are [CH2:1]([O:4][C:5]1[C:6]([CH2:30][CH3:31])=[C:7]([CH2:25][C:26]([O:28][CH3:29])=[O:27])[C:8]([C:15](=[O:24])[C:16]2[CH:21]=[CH:20][CH:19]=[C:18](SC)[CH:17]=2)=[C:9]([O:11][CH2:12][CH:13]=[CH2:14])[CH:10]=1)[CH:2]=[CH2:3].O[O:33][S:34]([O-:36])=O.[K+].[CH3:38]O. The product is [CH2:1]([O:4][C:5]1[C:6]([CH2:30][CH3:31])=[C:7]([CH2:25][C:26]([O:28][CH3:29])=[O:27])[C:8]([C:15](=[O:24])[C:16]2[CH:17]=[CH:18][CH:19]=[C:20]([S:34]([CH3:38])(=[O:36])=[O:33])[CH:21]=2)=[C:9]([O:11][CH2:12][CH:13]=[CH2:14])[CH:10]=1)[CH:2]=[CH2:3]. The yield is 0.930. The catalyst is O.